Dataset: Reaction yield outcomes from USPTO patents with 853,638 reactions. Task: Predict the reaction yield, written as a fraction of the theoretical maximum amount of product (1.0 means a 100% yield; for example, 0.34 means a 34% yield). The product is [O:15]1[C:12]2[CH:13]=[CH:14][C:9]([C:7](=[N:4][OH:1])[CH3:6])=[CH:10][C:11]=2[O:17][CH2:16]1. The reactants are [OH-:1].[Na+].Cl.[NH2:4]O.[CH3:6][C:7]([C:9]1[CH:14]=[CH:13][C:12]2[O:15][CH2:16][O:17][C:11]=2[CH:10]=1)=O. The yield is 0.870. The catalyst is C(O)C.